This data is from Forward reaction prediction with 1.9M reactions from USPTO patents (1976-2016). The task is: Predict the product of the given reaction. (1) Given the reactants C([O:3][C:4](=[O:38])[CH2:5][CH2:6][CH2:7][O:8][C:9]1[CH:14]=[CH:13][CH:12]=[C:11]([CH2:15][CH2:16][CH2:17][CH2:18][CH2:19][CH2:20][O:21][C:22]2[CH:27]=[C:26]([CH2:28][OH:29])[CH:25]=[C:24]([Br:30])[CH:23]=2)[C:10]=1[CH2:31][CH2:32][C:33]([O:35]CC)=[O:34])C.[OH-].[Na+], predict the reaction product. The product is: [Br:30][C:24]1[CH:23]=[C:22]([CH:27]=[C:26]([CH2:28][OH:29])[CH:25]=1)[O:21][CH2:20][CH2:19][CH2:18][CH2:17][CH2:16][CH2:15][C:11]1[C:10]([CH2:31][CH2:32][C:33]([OH:35])=[O:34])=[C:9]([CH:14]=[CH:13][CH:12]=1)[O:8][CH2:7][CH2:6][CH2:5][C:4]([OH:38])=[O:3]. (2) Given the reactants C([O:4][C:5]1[CH:10]=[C:9]([C:11]#[N:12])[C:8](Br)=[C:7]([C:14]#[N:15])[C:6]=1[O:16]C(=O)C)(=O)C.[CH:20](B(O)O)=[CH:21][CH2:22][CH2:23][CH3:24], predict the reaction product. The product is: [OH:16][C:6]1[C:5]([OH:4])=[CH:10][C:9]([C:11]#[N:12])=[C:8](/[CH:20]=[CH:21]/[CH2:22][CH2:23][CH3:24])[C:7]=1[C:14]#[N:15]. (3) Given the reactants [F:1][C:2]1[CH:7]=[CH:6][C:5]([CH2:8][NH2:9])=[CH:4][CH:3]=1.[NH2:10][C:11]1[N:19]=[CH:18][C:17]([Br:20])=[CH:16][C:12]=1[C:13](O)=[O:14].CCN(CC)CC.C(P1(=O)OP(CCC)(=O)OP(CCC)(=O)O1)CC, predict the reaction product. The product is: [NH2:10][C:11]1[N:19]=[CH:18][C:17]([Br:20])=[CH:16][C:12]=1[C:13]([NH:9][CH2:8][C:5]1[CH:6]=[CH:7][C:2]([F:1])=[CH:3][CH:4]=1)=[O:14]. (4) Given the reactants [NH:1]1[C:9]2[C:4](=[CH:5][CH:6]=[CH:7][CH:8]=2)[C:3](/[CH:10]=[CH:11]/[C:12]2[CH:25]=[CH:24][C:15]([C:16]([N:18]3[CH2:23][CH2:22][NH:21][CH2:20][CH2:19]3)=[O:17])=[CH:14][CH:13]=2)=[N:2]1.[CH:26]([O:29][C:30]1[C:31](=O)[C:32](=[O:38])[C:33]=1[O:34]C(C)C)([CH3:28])[CH3:27].C(N(CC)CC)C, predict the reaction product. The product is: [NH:1]1[C:9]2[C:4](=[CH:5][CH:6]=[CH:7][CH:8]=2)[C:3](/[CH:10]=[CH:11]/[C:12]2[CH:13]=[CH:14][C:15]([C:16]([N:18]3[CH2:23][CH2:22][N:21]([C:31]4[C:32](=[O:38])[C:33](=[O:34])[C:30]=4[O:29][CH:26]([CH3:28])[CH3:27])[CH2:20][CH2:19]3)=[O:17])=[CH:24][CH:25]=2)=[N:2]1. (5) Given the reactants [CH2:1]([O:3][C@@H:4]([CH2:9][C:10]1[CH:15]=[CH:14][C:13]([C:16]2[CH:21]=[CH:20][CH:19]=[C:18]([N:22]([CH3:33])[C:23]([NH:25][CH2:26][CH2:27][CH2:28][CH2:29][CH2:30][CH2:31][CH3:32])=[O:24])[N:17]=2)=[CH:12][CH:11]=1)[C:5]([O:7]C)=[O:6])[CH3:2].O1CCCC1.[OH-].[Li+].O, predict the reaction product. The product is: [CH2:1]([O:3][C@@H:4]([CH2:9][C:10]1[CH:15]=[CH:14][C:13]([C:16]2[CH:21]=[CH:20][CH:19]=[C:18]([N:22]([CH3:33])[C:23]([NH:25][CH2:26][CH2:27][CH2:28][CH2:29][CH2:30][CH2:31][CH3:32])=[O:24])[N:17]=2)=[CH:12][CH:11]=1)[C:5]([OH:7])=[O:6])[CH3:2]. (6) Given the reactants CC1(C)C(C)(C)OB([C:9]2[CH:14]=[CH:13][C:12]([S:15]([NH2:18])(=[O:17])=[O:16])=[CH:11][CH:10]=2)O1.Br[C:21]1[CH:22]=[C:23]([C:28]2[S:32][C:31]([NH2:33])=[N:30][C:29]=2[C:34]2[CH:39]=[CH:38][CH:37]=[C:36]([CH3:40])[N:35]=2)[CH:24]=[CH:25][C:26]=1[F:27], predict the reaction product. The product is: [NH2:33][C:31]1[S:32][C:28]([C:23]2[CH:22]=[CH:21][C:26]([F:27])=[C:25]([C:9]3[CH:10]=[CH:11][C:12]([S:15]([NH2:18])(=[O:16])=[O:17])=[CH:13][CH:14]=3)[CH:24]=2)=[C:29]([C:34]2[CH:39]=[CH:38][CH:37]=[C:36]([CH3:40])[N:35]=2)[N:30]=1.